From a dataset of Full USPTO retrosynthesis dataset with 1.9M reactions from patents (1976-2016). Predict the reactants needed to synthesize the given product. (1) The reactants are: [C:1]([O:10][CH2:11]Cl)(=[O:9])[CH2:2][CH2:3][CH2:4][CH2:5][CH2:6][CH2:7][CH3:8].C(#N)C.[I-:16].[Na+]. Given the product [C:1]([O:10][CH2:11][I:16])(=[O:9])[CH2:2][CH2:3][CH2:4][CH2:5][CH2:6][CH2:7][CH3:8], predict the reactants needed to synthesize it. (2) Given the product [NH2:14][C:11]1[CH:10]=[CH:9][C:8]([CH2:7][N:6]2[C:5]3[CH:17]=[C:18]([C:21](=[O:30])[NH:22][CH2:23][C:24]4[CH:29]=[CH:28][CH:27]=[CH:26][N:25]=4)[CH:19]=[CH:20][C:4]=3[N:3]=[C:2]2[CH3:1])=[CH:13][CH:12]=1.[NH2:44][C:41]1[CH:40]=[CH:39][C:38]([CH2:37][N:36]2[C:35]3[CH:47]=[CH:48][C:49]([C:51](=[O:60])[NH:52][CH2:53][C:54]4[CH:59]=[CH:58][CH:57]=[CH:56][N:55]=4)=[CH:50][C:34]=3[N:33]=[C:32]2[CH3:31])=[CH:43][CH:42]=1, predict the reactants needed to synthesize it. The reactants are: [CH3:1][C:2]1[N:6]([CH2:7][C:8]2[CH:13]=[CH:12][C:11]([N+:14]([O-])=O)=[CH:10][CH:9]=2)[C:5]2[CH:17]=[C:18]([C:21](=[O:30])[NH:22][CH2:23][C:24]3[CH:29]=[CH:28][CH:27]=[CH:26][N:25]=3)[CH:19]=[CH:20][C:4]=2[N:3]=1.[CH3:31][C:32]1[N:36]([CH2:37][C:38]2[CH:43]=[CH:42][C:41]([N+:44]([O-])=O)=[CH:40][CH:39]=2)[C:35]2[CH:47]=[CH:48][C:49]([C:51](=[O:60])[NH:52][CH2:53][C:54]3[CH:59]=[CH:58][CH:57]=[CH:56][N:55]=3)=[CH:50][C:34]=2[N:33]=1. (3) Given the product [CH:16]1([N:5]2[C:4]3[N:3]=[C:2]([N:19]4[CH:23]=[CH:22][N:21]=[C:20]4[C:24]4[CH:29]=[N:28][CH:27]=[CH:26][N:25]=4)[N:11]=[CH:10][C:9]=3[N:8]([CH3:12])[C:7](=[O:13])[C@H:6]2[CH2:14][CH3:15])[CH2:18][CH2:17]1, predict the reactants needed to synthesize it. The reactants are: Cl[C:2]1[N:11]=[CH:10][C:9]2[N:8]([CH3:12])[C:7](=[O:13])[C@@H:6]([CH2:14][CH3:15])[N:5]([CH:16]3[CH2:18][CH2:17]3)[C:4]=2[N:3]=1.[NH:19]1[CH:23]=[CH:22][N:21]=[C:20]1[C:24]1[CH:29]=[N:28][CH:27]=[CH:26][N:25]=1. (4) Given the product [CH:31]1([C:29]2[N:30]=[C:24]([CH:10]3[CH2:11][CH:12]([C:14]4[CH:15]=[CH:16][C:17]([C:20]([F:21])([F:22])[F:23])=[CH:18][CH:19]=4)[CH2:13][N:8]([C:6]([NH:5][CH2:4][CH2:3][O:2][CH3:1])=[O:7])[CH2:9]3)[O:26][N:28]=2)[CH2:33][CH2:32]1, predict the reactants needed to synthesize it. The reactants are: [CH3:1][O:2][CH2:3][CH2:4][NH:5][C:6]([N:8]1[CH2:13][CH:12]([C:14]2[CH:19]=[CH:18][C:17]([C:20]([F:23])([F:22])[F:21])=[CH:16][CH:15]=2)[CH2:11][CH:10]([C:24]([OH:26])=O)[CH2:9]1)=[O:7].O[NH:28][C:29]([CH:31]1[CH2:33][CH2:32]1)=[NH:30]. (5) The reactants are: [CH3:1][O:2][C:3]1[C:12]([O:13][CH3:14])=[C:11]2[C:6]([C:7]([NH:15][C@@H:16]3[CH2:20][CH2:19][O:18][CH2:17]3)=[N:8][CH:9]=[N:10]2)=[CH:5][CH:4]=1.[H-].[Na+].I[CH2:24][CH3:25]. Given the product [CH2:24]([N:15]([C@@H:16]1[CH2:20][CH2:19][O:18][CH2:17]1)[C:7]1[C:6]2[C:11](=[C:12]([O:13][CH3:14])[C:3]([O:2][CH3:1])=[CH:4][CH:5]=2)[N:10]=[CH:9][N:8]=1)[CH3:25], predict the reactants needed to synthesize it. (6) Given the product [OH:17][CH2:16][C@H:13]1[CH2:14][CH2:15][N:11]([C:2]2[CH:9]=[C:8]([CH3:10])[CH:7]=[CH:6][C:3]=2[CH:4]=[O:5])[CH2:12]1, predict the reactants needed to synthesize it. The reactants are: F[C:2]1[CH:9]=[C:8]([CH3:10])[CH:7]=[CH:6][C:3]=1[CH:4]=[O:5].[NH:11]1[CH2:15][CH2:14][C@H:13]([CH2:16][OH:17])[CH2:12]1.C([O-])([O-])=O.[K+].[K+].CS(C)=O.